Dataset: NCI-60 drug combinations with 297,098 pairs across 59 cell lines. Task: Regression. Given two drug SMILES strings and cell line genomic features, predict the synergy score measuring deviation from expected non-interaction effect. (1) Drug 1: CCC1=C2CN3C(=CC4=C(C3=O)COC(=O)C4(CC)O)C2=NC5=C1C=C(C=C5)O. Drug 2: C1=CC=C(C(=C1)C(C2=CC=C(C=C2)Cl)C(Cl)Cl)Cl. Cell line: HCT-15. Synergy scores: CSS=8.77, Synergy_ZIP=2.33, Synergy_Bliss=14.9, Synergy_Loewe=-16.3, Synergy_HSA=2.32. (2) Drug 1: CC12CCC(CC1=CCC3C2CCC4(C3CC=C4C5=CN=CC=C5)C)O. Drug 2: C1=NC2=C(N=C(N=C2N1C3C(C(C(O3)CO)O)O)F)N. Cell line: SF-295. Synergy scores: CSS=1.79, Synergy_ZIP=-2.35, Synergy_Bliss=-2.37, Synergy_Loewe=-4.92, Synergy_HSA=-2.43. (3) Drug 1: CC1OCC2C(O1)C(C(C(O2)OC3C4COC(=O)C4C(C5=CC6=C(C=C35)OCO6)C7=CC(=C(C(=C7)OC)O)OC)O)O. Cell line: OVCAR-8. Drug 2: CC1=C2C(C(=O)C3(C(CC4C(C3C(C(C2(C)C)(CC1OC(=O)C(C(C5=CC=CC=C5)NC(=O)C6=CC=CC=C6)O)O)OC(=O)C7=CC=CC=C7)(CO4)OC(=O)C)O)C)OC(=O)C. Synergy scores: CSS=50.7, Synergy_ZIP=-1.31, Synergy_Bliss=-2.37, Synergy_Loewe=-25.0, Synergy_HSA=-0.999. (4) Drug 1: CC1=C(C=C(C=C1)C(=O)NC2=CC(=CC(=C2)C(F)(F)F)N3C=C(N=C3)C)NC4=NC=CC(=N4)C5=CN=CC=C5. Drug 2: C1=CC=C(C(=C1)C(C2=CC=C(C=C2)Cl)C(Cl)Cl)Cl. Cell line: HOP-92. Synergy scores: CSS=-5.64, Synergy_ZIP=4.45, Synergy_Bliss=1.10, Synergy_Loewe=-5.20, Synergy_HSA=-5.35. (5) Drug 1: CCN(CC)CCCC(C)NC1=C2C=C(C=CC2=NC3=C1C=CC(=C3)Cl)OC. Drug 2: C1C(C(OC1N2C=NC(=NC2=O)N)CO)O. Cell line: SF-539. Synergy scores: CSS=24.7, Synergy_ZIP=4.41, Synergy_Bliss=-1.74, Synergy_Loewe=-5.63, Synergy_HSA=-4.97.